Dataset: Reaction yield outcomes from USPTO patents with 853,638 reactions. Task: Predict the reaction yield, written as a fraction of the theoretical maximum amount of product (1.0 means a 100% yield; for example, 0.34 means a 34% yield). (1) The reactants are [Si]([O:8][CH2:9][CH:10]([N:12]1[C:20]2[CH:19]=[CH:18][N:17]=[CH:16][C:15]=2[C:14]([C:21]([C:23]2[CH:24]=[N:25][CH:26]=[C:27]([N:29]=C(C3C=CC=CC=3)C3C=CC=CC=3)[CH:28]=2)=[O:22])=[CH:13]1)[CH3:11])(C(C)(C)C)(C)C.C(O)(C(F)(F)F)=O. The catalyst is C(Cl)Cl. The product is [NH2:29][C:27]1[CH:28]=[C:23]([C:21]([C:14]2[C:15]3[CH:16]=[N:17][CH:18]=[CH:19][C:20]=3[N:12]([CH:10]([CH3:11])[CH2:9][OH:8])[CH:13]=2)=[O:22])[CH:24]=[N:25][CH:26]=1. The yield is 0.520. (2) The reactants are Br[C:2]1[CH:27]=[CH:26][C:5]([O:6][C:7]2[C:8]3[CH:23]=[CH:22][C:21]([O:24][CH3:25])=[CH:20][C:9]=3[S:10][C:11]=2[C:12]2[CH:17]=[CH:16][C:15]([O:18][CH3:19])=[CH:14][CH:13]=2)=[CH:4][CH:3]=1.C(N(CC)CC)C.[C:35]([O:39][C:40]([CH3:43])([CH3:42])[CH3:41])(=[O:38])[CH:36]=[CH2:37]. The yield is 0.630. The catalyst is CN(C=O)C.O.Cl[Pd](Cl)([P](C1C=CC=CC=1)(C1C=CC=CC=1)C1C=CC=CC=1)[P](C1C=CC=CC=1)(C1C=CC=CC=1)C1C=CC=CC=1. The product is [CH3:25][O:24][C:21]1[CH:22]=[CH:23][C:8]2[C:7]([O:6][C:5]3[CH:26]=[CH:27][C:2](/[CH:37]=[CH:36]/[C:35]([O:39][C:40]([CH3:43])([CH3:42])[CH3:41])=[O:38])=[CH:3][CH:4]=3)=[C:11]([C:12]3[CH:17]=[CH:16][C:15]([O:18][CH3:19])=[CH:14][CH:13]=3)[S:10][C:9]=2[CH:20]=1.